This data is from Reaction yield outcomes from USPTO patents with 853,638 reactions. The task is: Predict the reaction yield, written as a fraction of the theoretical maximum amount of product (1.0 means a 100% yield; for example, 0.34 means a 34% yield). The reactants are [Cl:1][C:2]1[CH:22]=[CH:21][C:5]([CH2:6][C:7]2[N:8]=[C:9]([C:15]3[CH:20]=[CH:19][N:18]=[CH:17][CH:16]=3)[S:10][C:11]=2[C:12](=[O:14])[CH3:13])=[CH:4][CH:3]=1.CO[CH:25](OC)[N:26]([CH3:28])[CH3:27]. No catalyst specified. The product is [Cl:1][C:2]1[CH:3]=[CH:4][C:5]([CH2:6][C:7]2[N:8]=[C:9]([C:15]3[CH:20]=[CH:19][N:18]=[CH:17][CH:16]=3)[S:10][C:11]=2[C:12](=[O:14])/[CH:13]=[CH:25]/[N:26]([CH3:28])[CH3:27])=[CH:21][CH:22]=1. The yield is 0.900.